This data is from Catalyst prediction with 721,799 reactions and 888 catalyst types from USPTO. The task is: Predict which catalyst facilitates the given reaction. (1) Reactant: [OH:1][CH:2]1[C:7](=[O:8])[CH2:6][CH:5]([C:9]2[CH:14]=[CH:13][N:12]=[CH:11][C:10]=2[N+:15]([O-:17])=[O:16])[O:4][CH:3]1[CH3:18].N1C=CN=C1.[CH3:24][C:25]([Si:28](Cl)([CH3:30])[CH3:29])([CH3:27])[CH3:26]. Product: [Si:28]([O:1][CH:2]1[C:7](=[O:8])[CH2:6][CH:5]([C:9]2[CH:14]=[CH:13][N:12]=[CH:11][C:10]=2[N+:15]([O-:17])=[O:16])[O:4][CH:3]1[CH3:18])([C:25]([CH3:27])([CH3:26])[CH3:24])([CH3:30])[CH3:29]. The catalyst class is: 2. (2) Reactant: [NH:1]1[CH:6]([CH2:7][OH:8])[CH2:5][CH2:4][CH2:3][CH:2]1[CH2:9][OH:10].I[CH2:12][C:13]#[N:14].CCN(CC)CC. Product: [OH:10][CH2:9][CH:2]1[CH2:3][CH2:4][CH2:5][CH:6]([CH2:7][OH:8])[N:1]1[CH2:12][C:13]#[N:14]. The catalyst class is: 3.